The task is: Predict which catalyst facilitates the given reaction.. This data is from Catalyst prediction with 721,799 reactions and 888 catalyst types from USPTO. Reactant: [C:1]([NH:4][NH:5][C:6](=[O:12])[C:7]([O:9][CH2:10][CH3:11])=[O:8])(=O)[CH3:2].C(N(CC)CC)C. Product: [CH3:2][C:1]1[O:12][C:6]([C:7]([O:9][CH2:10][CH3:11])=[O:8])=[N:5][N:4]=1. The catalyst class is: 2.